Dataset: Full USPTO retrosynthesis dataset with 1.9M reactions from patents (1976-2016). Task: Predict the reactants needed to synthesize the given product. (1) Given the product [CH:1]1([NH:5][C:6]2[C:7]3[CH:32]=[CH:31][NH:30][C:8]=3[N:9]=[C:10]([NH:12][C:13]3[CH:14]=[C:15]4[C:20](=[CH:21][CH:22]=3)[N:19]([CH2:23][C:24]([OH:26])=[O:25])[C:18](=[O:29])[CH2:17][CH2:16]4)[N:11]=2)[CH2:2][CH2:3][CH2:4]1, predict the reactants needed to synthesize it. The reactants are: [CH:1]1([NH:5][C:6]2[C:7]3[CH:32]=[CH:31][NH:30][C:8]=3[N:9]=[C:10]([NH:12][C:13]3[CH:14]=[C:15]4[C:20](=[CH:21][CH:22]=3)[N:19]([CH2:23][C:24]([O:26]CC)=[O:25])[C:18](=[O:29])[CH2:17][CH2:16]4)[N:11]=2)[CH2:4][CH2:3][CH2:2]1. (2) Given the product [NH3:2].[CH3:1][N:2]1[CH2:7][CH2:6][N:5]([C:8]2[CH:9]=[CH:10][C:11]([NH:14][C:15]3[C:16]4[N:17]([N:29]=[CH:30][N:31]=4)[C:18]([C:54]4[S:58][C:57]([C:59]([NH2:61])=[O:60])=[CH:56][CH:55]=4)=[CH:19][N:20]=3)=[CH:12][CH:13]=2)[CH2:4][CH2:3]1, predict the reactants needed to synthesize it. The reactants are: [CH3:1][N:2]1[CH2:7][CH2:6][N:5]([C:8]2[CH:13]=[CH:12][C:11]([NH:14][C:15]3[C:16]4[N:17]([N:29]=[CH:30][N:31]=4)[C:18](C4C=C(C(N)=O)SC=4)=[CH:19][N:20]=3)=[CH:10][CH:9]=2)[CH2:4][CH2:3]1.CN1CCN(C2C=CC(N)=CC=2)CC1.CC1(C)C(C)(C)OB([C:54]2[S:58][C:57]([C:59]([NH2:61])=[O:60])=[CH:56][CH:55]=2)O1.C([O-])([O-])=O.[Na+].[Na+]. (3) Given the product [C:1]([O:5][C:6](=[O:24])[NH:7][C:8]1[CH:13]=[CH:12][C:11]([C:14]2[CH:19]=[CH:18][CH:17]=[CH:16][C:15]=2[CH3:20])=[CH:10][C:9]=1[NH2:21])([CH3:4])([CH3:2])[CH3:3], predict the reactants needed to synthesize it. The reactants are: [C:1]([O:5][C:6](=[O:24])[NH:7][C:8]1[CH:13]=[CH:12][C:11]([C:14]2[CH:19]=[CH:18][CH:17]=[CH:16][C:15]=2[CH3:20])=[CH:10][C:9]=1[N+:21]([O-])=O)([CH3:4])([CH3:3])[CH3:2]. (4) The reactants are: [CH3:1][O:2][C:3](=[O:35])[NH:4][CH2:5][C:6]1(O)[C:14]2[C:9](=[CH:10][CH:11]=[CH:12][CH:13]=2)[N:8]([CH:15]2[CH2:20][CH2:19][N:18]([CH:21]3[C:31]4=[C:32]5[C:27](=[CH:28][CH:29]=[CH:30]4)[CH:26]=[CH:25][CH:24]=[C:23]5[CH2:22]3)[CH2:17][CH2:16]2)[C:7]1=[O:33].S(Cl)([Cl:38])=O. Given the product [CH3:1][O:2][C:3](=[O:35])[NH:4][CH2:5][C:6]1([Cl:38])[C:14]2[C:9](=[CH:10][CH:11]=[CH:12][CH:13]=2)[N:8]([CH:15]2[CH2:20][CH2:19][N:18]([CH:21]3[C:31]4=[C:32]5[C:27](=[CH:28][CH:29]=[CH:30]4)[CH:26]=[CH:25][CH:24]=[C:23]5[CH2:22]3)[CH2:17][CH2:16]2)[C:7]1=[O:33], predict the reactants needed to synthesize it. (5) Given the product [F:1][C:2]1[C:7]([F:8])=[CH:6][CH:5]=[CH:4][C:3]=1[C:9]1[CH:14]=[CH:13][N:12]=[C:11]2[NH:15][C:16]([C:18]3[CH2:23][CH2:22][NH:21][CH2:20][CH:19]=3)=[CH:17][C:10]=12, predict the reactants needed to synthesize it. The reactants are: [F:1][C:2]1[C:7]([F:8])=[CH:6][CH:5]=[CH:4][C:3]=1[C:9]1[CH:14]=[CH:13][N:12]=[C:11]2[NH:15][C:16]([C:18]3[CH2:23][CH2:22][N:21](C(OC(C)(C)C)=O)[CH2:20][CH:19]=3)=[CH:17][C:10]=12.FC(F)(F)C(O)=O. (6) Given the product [C:1]1([C:7]2[CH:20]=[CH:19][C:10]3[N:11]=[C:12]([CH2:14][C:15]4[O:16][C:27]([NH2:26])=[N:18][N:17]=4)[S:13][C:9]=3[CH:8]=2)[CH:2]=[CH:3][CH:4]=[CH:5][CH:6]=1, predict the reactants needed to synthesize it. The reactants are: [C:1]1([C:7]2[CH:20]=[CH:19][C:10]3[N:11]=[C:12]([CH2:14][C:15]([NH:17][NH2:18])=[O:16])[S:13][C:9]=3[CH:8]=2)[CH:6]=[CH:5][CH:4]=[CH:3][CH:2]=1.C(=O)(O)[O-].[K+].[N:26]#[C:27]Br. (7) Given the product [F:35][C:29]1[C:30]([F:34])=[CH:31][CH:32]=[CH:33][C:28]=1[C:26]1[N:27]=[C:22]2[CH:21]=[N:20][N:19]([CH2:18][C:15]3[N:16]=[N:17][C:12]([C:3]4[CH:2]=[C:1]([CH3:10])[CH:6]=[CH:5][CH:4]=4)=[CH:13][CH:14]=3)[CH:24]=[C:23]2[N:25]=1, predict the reactants needed to synthesize it. The reactants are: [C:1]1([CH3:10])[CH:6]=[CH:5][CH:4]=[C:3](B(O)O)[CH:2]=1.Cl[C:12]1[N:17]=[N:16][C:15]([CH2:18][N:19]2[CH:24]=[C:23]3[N:25]=[C:26]([C:28]4[CH:33]=[CH:32][CH:31]=[C:30]([F:34])[C:29]=4[F:35])[N:27]=[C:22]3[CH:21]=[N:20]2)=[CH:14][CH:13]=1. (8) Given the product [CH3:1][O:2][C:3]1[C:12]([NH:13][C:14]([N:32]2[CH2:33][CH2:34][N:29]([C:23]3[C:24]([CH3:28])=[CH:25][CH:26]=[CH:27][C:22]=3[CH3:21])[CH2:30][CH2:31]2)=[O:18])=[N:11][C:10]2[C:5](=[CH:6][CH:7]=[C:8]([O:19][CH3:20])[CH:9]=2)[N:4]=1, predict the reactants needed to synthesize it. The reactants are: [CH3:1][O:2][C:3]1[C:12]([NH:13][C:14](=[O:18])OCC)=[N:11][C:10]2[C:5](=[CH:6][CH:7]=[C:8]([O:19][CH3:20])[CH:9]=2)[N:4]=1.[CH3:21][C:22]1[CH:27]=[CH:26][CH:25]=[C:24]([CH3:28])[C:23]=1[N:29]1[CH2:34][CH2:33][NH:32][CH2:31][CH2:30]1. (9) Given the product [NH2:14][P:15]([CH2:18][C:19]1[CH:20]=[CH:21][CH:22]=[CH:23][CH:24]=1)(=[O:16])[OH:17], predict the reactants needed to synthesize it. The reactants are: C([NH:14][P:15]([CH2:18][C:19]1[CH:24]=[CH:23][CH:22]=[CH:21][CH:20]=1)(=[O:17])[OH:16])(C1C=CC=CC=1)C1C=CC=CC=1. (10) Given the product [F:3][C:4]1[C:13]([C:14]2[C:23](=[O:24])[N:22]([CH2:25][O:26][CH2:27][CH2:28][Si:29]([CH3:32])([CH3:31])[CH3:30])[C:21]3[C:16](=[CH:17][CH:18]=[CH:19][CH:20]=3)[N:15]=2)=[CH:12][CH:11]=[CH:10][C:5]=1[C:6]([OH:8])=[O:7], predict the reactants needed to synthesize it. The reactants are: [OH-].[Na+].[F:3][C:4]1[C:13]([C:14]2[C:23](=[O:24])[N:22]([CH2:25][O:26][CH2:27][CH2:28][Si:29]([CH3:32])([CH3:31])[CH3:30])[C:21]3[C:16](=[CH:17][CH:18]=[CH:19][CH:20]=3)[N:15]=2)=[CH:12][CH:11]=[CH:10][C:5]=1[C:6]([O:8]C)=[O:7].Cl.